From a dataset of Forward reaction prediction with 1.9M reactions from USPTO patents (1976-2016). Predict the product of the given reaction. (1) The product is: [CH3:14][O:13][C:9]1[CH:8]=[C:7]([B:15]([OH:20])[OH:16])[CH:12]=[CH:11][CH:10]=1. Given the reactants C([Li])CCC.Br[C:7]1[CH:12]=[CH:11][CH:10]=[C:9]([O:13][CH3:14])[CH:8]=1.[B:15](OC(C)C)([O:20]C(C)C)[O:16]C(C)C.Cl, predict the reaction product. (2) The product is: [CH2:1]1[C:10]2[C:5](=[CH:6][CH:7]=[C:8]([C:11]3([OH:28])[CH2:16][CH2:15][N:14]([CH2:17][C:18]([C:20]4[CH:25]=[CH:24][C:23]([O:26][Si:39]([CH:43]([CH3:45])[CH3:44])([CH:40]([CH3:42])[CH3:41])[CH:36]([CH3:38])[CH3:37])=[C:22]([F:27])[CH:21]=4)=[O:19])[CH2:13][CH2:12]3)[CH:9]=2)[CH2:4][CH2:3][O:2]1. Given the reactants [CH2:1]1[C:10]2[C:5](=[CH:6][CH:7]=[C:8]([C:11]3([OH:28])[CH2:16][CH2:15][N:14]([CH2:17][C:18]([C:20]4[CH:25]=[CH:24][C:23]([OH:26])=[C:22]([F:27])[CH:21]=4)=[O:19])[CH2:13][CH2:12]3)[CH:9]=2)[CH2:4][CH2:3][O:2]1.C(N(CC)CC)C.[CH:36]([Si:39](Cl)([CH:43]([CH3:45])[CH3:44])[CH:40]([CH3:42])[CH3:41])([CH3:38])[CH3:37].O, predict the reaction product. (3) Given the reactants CC1(C)CCCC(C)(C)N1.C([Li])CCC.[Br:16][C:17]1[C:26]2[C:21](=[CH:22][CH:23]=[CH:24][CH:25]=2)[C:20]([F:27])=[CH:19][CH:18]=1.[Cl:28][C:29]1[S:33][C:32]([CH:34]=[O:35])=[CH:31][CH:30]=1.[Cl-].[NH4+], predict the reaction product. The product is: [Br:16][C:17]1[C:26]2[C:21](=[CH:22][CH:23]=[CH:24][CH:25]=2)[C:20]([F:27])=[C:19]([CH:34]([C:32]2[S:33][C:29]([Cl:28])=[CH:30][CH:31]=2)[OH:35])[CH:18]=1. (4) Given the reactants [CH3:1][O:2][C:3](=[O:14])[C:4]1[CH:9]=[CH:8][C:7]([N+:10]([O-:12])=[O:11])=[C:6]([CH3:13])[CH:5]=1.C[O:16]C(OC)N(C)C.I([O-])(=O)(=O)=O.[Na+], predict the reaction product. The product is: [CH3:1][O:2][C:3](=[O:14])[C:4]1[CH:9]=[CH:8][C:7]([N+:10]([O-:12])=[O:11])=[C:6]([CH:13]=[O:16])[CH:5]=1. (5) Given the reactants [Cl:1][C:2]1[CH:7]=[CH:6][C:5]([C:8]([F:11])([F:10])[F:9])=[CH:4][C:3]=1[C:12]#[C:13][CH2:14][OH:15], predict the reaction product. The product is: [Cl:1][C:2]1[CH:7]=[CH:6][C:5]([C:8]([F:10])([F:11])[F:9])=[CH:4][C:3]=1[CH2:12][CH2:13][CH2:14][OH:15].